Task: Predict the reactants needed to synthesize the given product.. Dataset: Full USPTO retrosynthesis dataset with 1.9M reactions from patents (1976-2016) (1) Given the product [Br:1][C:2]1[C:3]2[S:9][CH:8]=[CH:7][C:4]=2[S:5][CH:6]=1, predict the reactants needed to synthesize it. The reactants are: [Br:1][C:2]1[C:3]2[S:9][CH:8]=[C:7](Br)[C:4]=2[S:5][CH:6]=1.BrC1SC2C(Br)=C(Br)SC=2C=1Br.BrC1SC2C=C(Br)SC=2C=1Br. (2) The reactants are: [F:1][C:2]1[CH:7]=[CH:6][CH:5]=[CH:4][C:3]=1[O:8][CH3:9].[Cl-].[Al+3].[Cl-].[Cl-].[C:14](Cl)(=[O:20])[CH2:15][CH2:16][CH2:17][CH2:18][CH3:19]. Given the product [F:1][C:2]1[CH:7]=[C:6]([C:14](=[O:20])[CH2:15][CH2:16][CH2:17][CH2:18][CH3:19])[CH:5]=[CH:4][C:3]=1[O:8][CH3:9], predict the reactants needed to synthesize it. (3) Given the product [Cl:1][C:2]1[CH:31]=[C:30]([OH:32])[CH:29]=[CH:28][C:3]=1[CH2:4][N:5]([C:18]1[CH:23]=[CH:22][C:21]([CH2:24][CH2:25][CH2:26][OH:27])=[CH:20][CH:19]=1)[S:6]([C:9]1[C:14]([CH3:15])=[CH:13][C:12]([CH3:16])=[CH:11][C:10]=1[CH3:17])(=[O:8])=[O:7], predict the reactants needed to synthesize it. The reactants are: [Cl:1][C:2]1[CH:31]=[C:30]([OH:32])[CH:29]=[CH:28][C:3]=1[CH2:4][N:5]([C:18]1[CH:23]=[CH:22][C:21]([CH2:24][CH2:25][CH:26]=[O:27])=[CH:20][CH:19]=1)[S:6]([C:9]1[C:14]([CH3:15])=[CH:13][C:12]([CH3:16])=[CH:11][C:10]=1[CH3:17])(=[O:8])=[O:7].[BH4-].[Na+].C(=O)(O)[O-].[Na+]. (4) Given the product [CH2:1]([O:3][C:4](=[O:14])[CH2:5][CH2:6][N:7]([C:29]([O:28][CH2:27][C:24]1[CH:25]=[CH:26][CH:21]=[CH:22][CH:23]=1)=[O:30])[CH2:8][C:9]([O:11][CH2:12][CH3:13])=[O:10])[CH3:2], predict the reactants needed to synthesize it. The reactants are: [CH2:1]([O:3][C:4](=[O:14])[CH2:5][CH2:6][NH:7][CH2:8][C:9]([O:11][CH2:12][CH3:13])=[O:10])[CH3:2].C([O-])([O-])=O.[K+].[K+].[CH:21]1[CH:26]=[CH:25][C:24]([CH2:27][O:28][C:29](Cl)=[O:30])=[CH:23][CH:22]=1.